Predict the product of the given reaction. From a dataset of Forward reaction prediction with 1.9M reactions from USPTO patents (1976-2016). (1) Given the reactants [CH2:1]([C:3]1[N:7]([C:8]2[N:16]=[C:15]3[C:11]([N:12]=[C:13]([CH:18]=O)[N:14]3[CH3:17])=[C:10]([N:20]3[CH2:25][CH2:24][O:23][CH2:22][CH2:21]3)[N:9]=2)[C:6]2[CH:26]=[CH:27][CH:28]=[CH:29][C:5]=2[N:4]=1)[CH3:2].[O:30]1[CH2:35][CH2:34][CH:33]([N:36]2[CH2:41][CH2:40][NH:39][CH2:38][CH2:37]2)[CH2:32][CH2:31]1.C(O[BH-](OC(=O)C)OC(=O)C)(=O)C.[Na+], predict the reaction product. The product is: [CH2:1]([C:3]1[N:7]([C:8]2[N:16]=[C:15]3[C:11]([N:12]=[C:13]([CH2:18][N:39]4[CH2:40][CH2:41][N:36]([CH:33]5[CH2:34][CH2:35][O:30][CH2:31][CH2:32]5)[CH2:37][CH2:38]4)[N:14]3[CH3:17])=[C:10]([N:20]3[CH2:25][CH2:24][O:23][CH2:22][CH2:21]3)[N:9]=2)[C:6]2[CH:26]=[CH:27][CH:28]=[CH:29][C:5]=2[N:4]=1)[CH3:2]. (2) Given the reactants [Cl:1][C:2]1[CH:3]=[CH:4][C:5]2[N:11]3[C:12]([CH3:18])=[N:13][C:14](C(O)=O)=[C:10]3[CH2:9][N:8]=[C:7]([C:19]3[CH:24]=[CH:23][CH:22]=[CH:21][C:20]=3[Cl:25])[C:6]=2[CH:26]=1.FF, predict the reaction product. The product is: [CH3:18][C:12]1[N:11]2[C:5]3[CH:4]=[CH:3][C:2]([Cl:1])=[CH:26][C:6]=3[C:7]([C:19]3[CH:24]=[CH:23][CH:22]=[CH:21][C:20]=3[Cl:25])=[N:8][CH2:9][C:10]2=[CH:14][N:13]=1.